Dataset: Peptide-MHC class I binding affinity with 185,985 pairs from IEDB/IMGT. Task: Regression. Given a peptide amino acid sequence and an MHC pseudo amino acid sequence, predict their binding affinity value. This is MHC class I binding data. The peptide sequence is IISRTRLYDY. The MHC is HLA-A33:01 with pseudo-sequence HLA-A33:01. The binding affinity (normalized) is 0.